This data is from Reaction yield outcomes from USPTO patents with 853,638 reactions. The task is: Predict the reaction yield, written as a fraction of the theoretical maximum amount of product (1.0 means a 100% yield; for example, 0.34 means a 34% yield). The reactants are [CH3:1][O:2][C:3]1[CH:4]=[C:5]2[C:10](=[CH:11][C:12]=1[O:13][CH3:14])[N:9]=[CH:8][N:7]=[C:6]2[O:15][C:16]1[CH:22]=[CH:21][C:19]([NH2:20])=[C:18]([O:23][CH3:24])[CH:17]=1.ClC(Cl)(O[C:29](=[O:35])[O:30][C:31](Cl)(Cl)Cl)Cl.[Cl:37][C:38]1[CH:43]=[CH:42][CH:41]=[CH:40][C:39]=1CO.C(=O)(O)[O-].[Na+]. The catalyst is C(Cl)Cl.C(N(CC)CC)C.C1(C)C=CC=CC=1. The product is [CH3:1][O:2][C:3]1[CH:4]=[C:5]2[C:10](=[CH:11][C:12]=1[O:13][CH3:14])[N:9]=[CH:8][N:7]=[C:6]2[O:15][C:16]1[CH:22]=[CH:21][C:19]([NH:20][C:29](=[O:35])[O:30][CH2:31][C:39]2[CH:40]=[CH:41][CH:42]=[CH:43][C:38]=2[Cl:37])=[C:18]([O:23][CH3:24])[CH:17]=1. The yield is 0.960.